From a dataset of Reaction yield outcomes from USPTO patents with 853,638 reactions. Predict the reaction yield, written as a fraction of the theoretical maximum amount of product (1.0 means a 100% yield; for example, 0.34 means a 34% yield). (1) The reactants are C(=O)([O-])[O-].[K+].[K+].[F:7][C:8]([F:29])([F:28])[C:9]([C:18]1[CH:23]=[CH:22][C:21]([OH:24])=[C:20]([CH2:25][CH2:26][CH3:27])[CH:19]=1)([O:14][CH2:15][O:16][CH3:17])[C:10]([F:13])([F:12])[F:11].[Br:30][CH2:31][CH2:32][CH2:33][CH2:34]Br.O. The catalyst is CN(C)C=O. The product is [Br:30][CH2:31][CH2:32][CH2:33][CH2:34][O:24][C:21]1[CH:22]=[CH:23][C:18]([C:9]([O:14][CH2:15][O:16][CH3:17])([C:10]([F:12])([F:11])[F:13])[C:8]([F:28])([F:29])[F:7])=[CH:19][C:20]=1[CH2:25][CH2:26][CH3:27]. The yield is 0.710. (2) The reactants are Br[C:2]1[CH:7]=[CH:6][C:5]([S:8]([NH:11][CH3:12])(=[O:10])=[O:9])=[CH:4][CH:3]=1.[NH2:13][C:14]1[CH:15]=[C:16](B(O)O)[CH:17]=[CH:18][CH:19]=1.C(=O)([O-])[O-].[K+].[K+].O. The catalyst is CN(C=O)C.C1C=CC([P]([Pd]([P](C2C=CC=CC=2)(C2C=CC=CC=2)C2C=CC=CC=2)([P](C2C=CC=CC=2)(C2C=CC=CC=2)C2C=CC=CC=2)[P](C2C=CC=CC=2)(C2C=CC=CC=2)C2C=CC=CC=2)(C2C=CC=CC=2)C2C=CC=CC=2)=CC=1. The product is [NH2:13][C:14]1[CH:19]=[C:18]([C:2]2[CH:7]=[CH:6][C:5]([S:8]([NH:11][CH3:12])(=[O:10])=[O:9])=[CH:4][CH:3]=2)[CH:17]=[CH:16][CH:15]=1. The yield is 0.500. (3) The reactants are [CH3:1][O:2][C:3](=[O:40])[CH2:4][O:5][C:6]1[CH:11]=[CH:10][C:9]([F:12])=[C:8]([CH2:13][C:14]2[C:22]3[C:17](=[N:18][CH:19]=[C:20]([C:23]4[CH:24]=[N:25][CH:26]=[CH:27][CH:28]=4)[CH:21]=3)[N:16]([Si](C(C)C)(C(C)C)C(C)C)[CH:15]=2)[C:7]=1[F:39].[F-].C([N+](CCCC)(CCCC)CCCC)CCC. The catalyst is O1CCCC1. The product is [CH3:1][O:2][C:3](=[O:40])[CH2:4][O:5][C:6]1[CH:11]=[CH:10][C:9]([F:12])=[C:8]([CH2:13][C:14]2[C:22]3[C:17](=[N:18][CH:19]=[C:20]([C:23]4[CH:24]=[N:25][CH:26]=[CH:27][CH:28]=4)[CH:21]=3)[NH:16][CH:15]=2)[C:7]=1[F:39]. The yield is 0.690. (4) The reactants are [C:1]([C:5]1[CH:6]=[C:7]([NH:21][C:22]([NH:24][C:25]2[CH:30]=[CH:29][C:28]([O:31][C:32]3[CH:37]=[CH:36][N:35]=[CH:34][CH:33]=3)=[CH:27][CH:26]=2)=[O:23])[N:8]([C:10]2[CH:15]=[CH:14][CH:13]=[C:12]([NH:16][CH2:17][CH2:18][CH2:19][OH:20])[CH:11]=2)[N:9]=1)([CH3:4])([CH3:3])[CH3:2].[CH3:38][N:39]([CH3:44])[S:40](Cl)(=[O:42])=[O:41].CCN(C(C)C)C(C)C. The catalyst is C1COCC1. The product is [C:1]([C:5]1[CH:6]=[C:7]([NH:21][C:22]([NH:24][C:25]2[CH:26]=[CH:27][C:28]([O:31][C:32]3[CH:33]=[CH:34][N:35]=[CH:36][CH:37]=3)=[CH:29][CH:30]=2)=[O:23])[N:8]([C:10]2[CH:15]=[CH:14][CH:13]=[C:12]([N:16]([S:40]([N:39]([CH3:44])[CH3:38])(=[O:42])=[O:41])[CH2:17][CH2:18][CH2:19][OH:20])[CH:11]=2)[N:9]=1)([CH3:4])([CH3:2])[CH3:3]. The yield is 0.460. (5) The reactants are [CH3:1][S:2]([C:5]1[CH:10]=[CH:9][C:8]([C:11]2[N:16]=[CH:15][C:14]([O:17][CH2:18][CH:19]3[CH2:24][CH2:23][N:22]([C:25]([O:27][C:28](C)([CH3:30])[CH3:29])=[O:26])[CH2:21][CH2:20]3)=[CH:13][CH:12]=2)=[CH:7][CH:6]=1)(=[O:4])=[O:3].C(O)(C(F)(F)F)=O.ClC(OC(C)C)=O. The catalyst is C(Cl)Cl.CCOC(C)=O. The product is [CH3:1][S:2]([C:5]1[CH:10]=[CH:9][C:8]([C:11]2[N:16]=[CH:15][C:14]([O:17][CH2:18][CH:19]3[CH2:24][CH2:23][N:22]([C:25]([O:27][CH:28]([CH3:30])[CH3:29])=[O:26])[CH2:21][CH2:20]3)=[CH:13][CH:12]=2)=[CH:7][CH:6]=1)(=[O:3])=[O:4]. The yield is 0.930. (6) The reactants are [CH:1]([O:4][C:5]1([C:8]2[CH:13]=[CH:12][C:11]([C:14]#[C:15][C:16]3[CH:26]=[CH:25][C:19]([C:20]([O:22]CC)=[O:21])=[CH:18][CH:17]=3)=[CH:10][CH:9]=2)[CH2:7][CH2:6]1)([CH3:3])[CH3:2].[OH-].[Na+]. The catalyst is C(O)C.O1CCCC1. The product is [CH:1]([O:4][C:5]1([C:8]2[CH:13]=[CH:12][C:11]([C:14]#[C:15][C:16]3[CH:17]=[CH:18][C:19]([C:20]([OH:22])=[O:21])=[CH:25][CH:26]=3)=[CH:10][CH:9]=2)[CH2:6][CH2:7]1)([CH3:3])[CH3:2]. The yield is 0.880. (7) The reactants are [CH2:1]([O:8][CH2:9][C:10]1([C:20]#[CH:21])[CH2:19][CH2:18][C:13]2([O:17][CH2:16][CH2:15][O:14]2)[CH2:12][CH2:11]1)[C:2]1[CH:7]=[CH:6][CH:5]=[CH:4][CH:3]=1.C([Li])CCC.[CH3:27][C:28]1[CH:35]=[CH:34][C:31]([CH:32]=[O:33])=[CH:30][CH:29]=1.[Cl-].[NH4+]. The catalyst is O1CCCC1. The product is [CH2:1]([O:8][CH2:9][C:10]1([C:20]#[C:21][CH:32]([C:31]2[CH:34]=[CH:35][C:28]([CH3:27])=[CH:29][CH:30]=2)[OH:33])[CH2:19][CH2:18][C:13]2([O:14][CH2:15][CH2:16][O:17]2)[CH2:12][CH2:11]1)[C:2]1[CH:3]=[CH:4][CH:5]=[CH:6][CH:7]=1. The yield is 0.820. (8) The yield is 0.520. The catalyst is C1CCCCC1.CCOC(C)=O. The product is [C:15]1([CH:14]([C:21]2[CH:26]=[CH:25][CH:24]=[CH:23][CH:22]=2)[CH2:13][NH:12][C:10]2[C:9]3[C:4](=[CH:5][CH:6]=[CH:7][CH:8]=3)[N:3]=[C:2]([C:35]3[CH:44]=[CH:43][C:38]4[NH:39][C:40]([OH:42])=[N:41][C:37]=4[CH:36]=3)[N:11]=2)[CH:20]=[CH:19][CH:18]=[CH:17][CH:16]=1. The reactants are Cl[C:2]1[N:11]=[C:10]([NH:12][CH2:13][CH:14]([C:21]2[CH:26]=[CH:25][CH:24]=[CH:23][CH:22]=2)[C:15]2[CH:20]=[CH:19][CH:18]=[CH:17][CH:16]=2)[C:9]2[C:4](=[CH:5][CH:6]=[CH:7][CH:8]=2)[N:3]=1.CC1(C)C(C)(C)OB([C:35]2[CH:44]=[CH:43][C:38]3[NH:39][C:40](=[O:42])[NH:41][C:37]=3[CH:36]=2)O1.C(NC1C2C(=CC=CC=2)N=C(C2SC3C=CC=CC=3C=2)N=1)(C1C=CC=CC=1)C1C=CC=CC=1.